From a dataset of Forward reaction prediction with 1.9M reactions from USPTO patents (1976-2016). Predict the product of the given reaction. Given the reactants [C:1]([O:5][C:6](=[O:37])[NH:7][C@@H:8]([CH2:19][C:20]1[C:28]2[C:23](=[CH:24][CH:25]=[C:26]([O:29][Si:30]([C:33]([CH3:36])([CH3:35])[CH3:34])([CH3:32])[CH3:31])[CH:27]=2)[NH:22][CH:21]=1)[C:9]([N:11]1[CH2:15][CH2:14][CH2:13][C@H:12]1[C:16](=O)[NH2:17])=[O:10])([CH3:4])([CH3:3])[CH3:2].N1C=CN=C1.O=P(Cl)(Cl)Cl, predict the reaction product. The product is: [C:1]([O:5][C:6](=[O:37])[NH:7][C@@H:8]([CH2:19][C:20]1[C:28]2[C:23](=[CH:24][CH:25]=[C:26]([O:29][Si:30]([C:33]([CH3:36])([CH3:35])[CH3:34])([CH3:31])[CH3:32])[CH:27]=2)[NH:22][CH:21]=1)[C:9]([N:11]1[CH2:15][CH2:14][CH2:13][C@H:12]1[C:16]#[N:17])=[O:10])([CH3:2])([CH3:4])[CH3:3].